Dataset: Full USPTO retrosynthesis dataset with 1.9M reactions from patents (1976-2016). Task: Predict the reactants needed to synthesize the given product. (1) Given the product [Cl:3][C:4]1[CH:20]=[CH:19][C:7]2[CH2:8][CH2:9][NH:10][CH2:11][CH2:12][C:6]=2[C:5]=1[NH:21][CH2:22][C:23]([F:24])([F:26])[F:25], predict the reactants needed to synthesize it. The reactants are: [OH-].[Na+].[Cl:3][C:4]1[CH:20]=[CH:19][C:7]2[CH2:8][CH2:9][N:10](C(=O)C(F)(F)F)[CH2:11][CH2:12][C:6]=2[C:5]=1[NH:21][CH2:22][C:23]([F:26])([F:25])[F:24]. (2) The reactants are: [OH:1][C:2]1[CH:7]=[C:6]([O:8][CH3:9])[CH:5]=[CH:4][C:3]=1[C:10]([C:12]1[C:20]2[C:15](=[CH:16][C:17]([O:21][C:22]([F:25])([F:24])[F:23])=[CH:18][CH:19]=2)[N:14]([S:26]([C:29]2[CH:34]=[CH:33][C:32]([CH3:35])=[CH:31][CH:30]=2)(=[O:28])=[O:27])[C:13]=1[CH3:36])=O.Cl.[NH2:38][OH:39].NO. Given the product [OH:1][C:2]1[CH:7]=[C:6]([O:8][CH3:9])[CH:5]=[CH:4][C:3]=1[C:10]([C:12]1[C:20]2[C:15](=[CH:16][C:17]([O:21][C:22]([F:25])([F:24])[F:23])=[CH:18][CH:19]=2)[N:14]([S:26]([C:29]2[CH:34]=[CH:33][C:32]([CH3:35])=[CH:31][CH:30]=2)(=[O:28])=[O:27])[C:13]=1[CH3:36])=[N:38][OH:39], predict the reactants needed to synthesize it. (3) Given the product [CH2:3]([O:10][C:11]1[CH:26]=[CH:25][C:24]([CH:27]=[O:28])=[CH:23][C:12]=1[C:13]([OH:15])=[O:14])[C:4]1[CH:5]=[CH:6][CH:7]=[CH:8][CH:9]=1, predict the reactants needed to synthesize it. The reactants are: [OH-].[Li+].[CH2:3]([O:10][C:11]1[CH:26]=[CH:25][C:24]([CH:27]=[O:28])=[CH:23][C:12]=1[C:13]([O:15]CC1C=CC=CC=1)=[O:14])[C:4]1[CH:9]=[CH:8][CH:7]=[CH:6][CH:5]=1.Cl. (4) Given the product [C:1]([O:5][C:6](=[O:38])[NH:7][C:8]1[C:16]2[C:11](=[CH:12][CH:13]=[CH:14][CH:15]=2)[C:10]([C:31]2[CH:36]=[CH:35][CH:34]=[C:33]([Br:37])[CH:32]=2)([C:17]2[CH:22]=[CH:21][C:20]([OH:23])=[CH:19][CH:18]=2)[N:9]=1)([CH3:4])([CH3:2])[CH3:3], predict the reactants needed to synthesize it. The reactants are: [C:1]([O:5][C:6](=[O:38])[NH:7][C:8]1[C:16]2[C:11](=[CH:12][CH:13]=[CH:14][CH:15]=2)[C:10]([C:31]2[CH:36]=[CH:35][CH:34]=[C:33]([Br:37])[CH:32]=2)([C:17]2[CH:22]=[CH:21][C:20]([O:23][Si](C(C)(C)C)(C)C)=[CH:19][CH:18]=2)[N:9]=1)([CH3:4])([CH3:3])[CH3:2].[F-].C([N+](CCCC)(CCCC)CCCC)CCC.